From a dataset of Catalyst prediction with 721,799 reactions and 888 catalyst types from USPTO. Predict which catalyst facilitates the given reaction. Reactant: Br[C:2]1[CH:21]=[CH:20][CH:19]=[CH:18][C:3]=1[C:4]([C@@H:6]1[CH2:10][CH2:9][CH2:8][C@H:7]1[C:11]([O:13][C:14]([CH3:17])([CH3:16])[CH3:15])=[O:12])=[O:5].Br[C:23]1[CH:28]=[CH:27][C:26]([NH:29][C:30]2[S:31][C:32]3[CH:38]=[C:37]([F:39])[CH:36]=[CH:35][C:33]=3[N:34]=2)=[C:25]([F:40])[CH:24]=1.[F:41][C:42]1[CH:43]=[C:44]([C:63]2[CH:68]=[CH:67][C:66]([C:69]([C@@H:71]3[CH2:75][CH2:74][CH2:73][C@H:72]3[C:76]([O:78]C)=[O:77])=[O:70])=[CH:65][CH:64]=2)[CH:45]=[CH:46][C:47]=1[NH:48][C:49]1[S:50][C:51]2[CH:57]=[C:56](OC(F)(F)F)[CH:55]=[CH:54][C:52]=2[N:53]=1. Product: [F:40][C:25]1[CH:24]=[C:23]([C:20]2[CH:19]=[CH:18][C:3]([C:4]([C@@H:6]3[CH2:10][CH2:9][CH2:8][C@H:7]3[C:11]([O:13][C:14]([CH3:17])([CH3:16])[CH3:15])=[O:12])=[O:5])=[CH:2][CH:21]=2)[CH:28]=[CH:27][C:26]=1[NH:29][C:30]1[S:31][C:32]2[CH:38]=[C:37]([F:39])[CH:36]=[CH:35][C:33]=2[N:34]=1.[F:41][C:42]1[CH:43]=[C:44]([C:63]2[CH:64]=[CH:65][C:66]([C:69]([C@@H:71]3[CH2:75][CH2:74][CH2:73][C@H:72]3[C:76]([OH:78])=[O:77])=[O:70])=[CH:67][CH:68]=2)[CH:45]=[CH:46][C:47]=1[NH:48][C:49]1[S:50][C:51]2[CH:57]=[C:56]([F:39])[CH:55]=[CH:54][C:52]=2[N:53]=1. The catalyst class is: 137.